This data is from Forward reaction prediction with 1.9M reactions from USPTO patents (1976-2016). The task is: Predict the product of the given reaction. (1) Given the reactants Cl.Cl.[O:3]1[C:7]2[CH:8]=[CH:9][CH:10]=[C:11]([CH:12]3[CH2:17][CH2:16][N:15]([CH2:18][CH2:19][C@H:20]4[CH2:25][CH2:24][C@H:23]([NH2:26])[CH2:22][CH2:21]4)[CH2:14][CH2:13]3)[C:6]=2[CH2:5][CH2:4]1.[C:27]1([C:36]2[CH:41]=[CH:40][CH:39]=[CH:38][CH:37]=2)[CH:32]=[CH:31][C:30]([C:33](O)=[O:34])=[CH:29][CH:28]=1, predict the reaction product. The product is: [O:3]1[C:7]2[CH:8]=[CH:9][CH:10]=[C:11]([CH:12]3[CH2:17][CH2:16][N:15]([CH2:18][CH2:19][C@H:20]4[CH2:21][CH2:22][C@H:23]([NH:26][C:33]([C:30]5[CH:31]=[CH:32][C:27]([C:36]6[CH:37]=[CH:38][CH:39]=[CH:40][CH:41]=6)=[CH:28][CH:29]=5)=[O:34])[CH2:24][CH2:25]4)[CH2:14][CH2:13]3)[C:6]=2[CH2:5][CH2:4]1. (2) Given the reactants [OH:1][N:2]=[CH:3][CH2:4][CH2:5][NH:6][C:7]([NH2:9])=[NH:8].CC1C=CC(S(NCl)(=O)=O)=CC=1.[CH2:22]([Sn:26]([CH2:33]CCC)([CH2:29]CCC)[C:27]#C)[CH2:23]CC, predict the reaction product. The product is: [CH3:27][Sn:26]([CH3:33])([CH3:29])[C:22]1[O:1][N:2]=[C:3]([CH2:4][CH2:5][NH:6][C:7]([NH2:9])=[NH:8])[CH:23]=1. (3) Given the reactants [CH2:1]([O:4][C@H:5]([CH2:7][C:8]#[C:9][CH2:10][CH2:11][CH2:12][CH3:13])[CH3:6])[C:2]#[CH:3].[CH3:14][O:15][C:16]1[CH:27]=[CH:26][C:19]([CH2:20][NH:21][CH2:22][CH2:23][C:24]#[N:25])=[CH:18][CH:17]=1.[CH2:28]=O, predict the reaction product. The product is: [CH3:14][O:15][C:16]1[CH:17]=[CH:18][C:19]([CH2:20][N:21]([CH2:28][C:3]#[C:2][CH2:1][O:4][C@H:5]([CH2:7][C:8]#[C:9][CH2:10][CH2:11][CH2:12][CH3:13])[CH3:6])[CH2:22][CH2:23][C:24]#[N:25])=[CH:26][CH:27]=1. (4) Given the reactants [OH-].[Na+].[CH:3]1([C@H:7]([NH:9][C:10]2[N:18]=[C:17]([C:19]([NH:21][NH:22][C:23]([NH:25][CH3:26])=[O:24])=O)[N:16]=[C:15]3[C:11]=2[N:12]([CH2:27][C@H:28]2[CH2:33][CH2:32][C@H:31]([CH3:34])[CH2:30][CH2:29]2)[CH:13]=[N:14]3)[CH3:8])[CH2:6][CH2:5][CH2:4]1.Cl, predict the reaction product. The product is: [CH:3]1([C@H:7]([NH:9][C:10]2[N:18]=[C:17]([C:19]3[N:25]([CH3:26])[C:23](=[O:24])[NH:22][N:21]=3)[N:16]=[C:15]3[C:11]=2[N:12]([CH2:27][C@H:28]2[CH2:29][CH2:30][C@H:31]([CH3:34])[CH2:32][CH2:33]2)[CH:13]=[N:14]3)[CH3:8])[CH2:4][CH2:5][CH2:6]1. (5) Given the reactants [BH4-].[Na+].B(F)(F)F.CCOCC.[CH:12]([C@H:25]1[O:30][CH2:29][C@@H:28]([NH:31][C:32](=O)[CH2:33][C:34]2[CH:39]=[CH:38][C:37]([F:40])=[CH:36][CH:35]=2)[CH2:27][CH2:26]1)([C:19]1[CH:24]=[CH:23][CH:22]=[CH:21][CH:20]=1)[C:13]1[CH:18]=[CH:17][CH:16]=[CH:15][CH:14]=1.CO, predict the reaction product. The product is: [CH:12]([C@H:25]1[O:30][CH2:29][C@@H:28]([NH:31][CH2:32][CH2:33][C:34]2[CH:39]=[CH:38][C:37]([F:40])=[CH:36][CH:35]=2)[CH2:27][CH2:26]1)([C:13]1[CH:18]=[CH:17][CH:16]=[CH:15][CH:14]=1)[C:19]1[CH:20]=[CH:21][CH:22]=[CH:23][CH:24]=1. (6) The product is: [Cl:21][C:22]1[CH:23]=[C:24]([CH:27]=[C:28]([O:20][C:3]2[CH:4]=[C:5]([CH2:8][N:9]3[C:17](=[O:18])[C:16]4[C:11](=[CH:12][CH:13]=[CH:14][CH:15]=4)[C:10]3=[O:19])[CH:6]=[CH:7][C:2]=2[Cl:1])[CH:29]=1)[C:25]#[N:26]. Given the reactants [Cl:1][C:2]1[CH:7]=[CH:6][C:5]([CH2:8][N:9]2[C:17](=[O:18])[C:16]3[C:11](=[CH:12][CH:13]=[CH:14][CH:15]=3)[C:10]2=[O:19])=[CH:4][C:3]=1[OH:20].[Cl:21][C:22]1[CH:23]=[C:24]([CH:27]=[C:28](F)[CH:29]=1)[C:25]#[N:26].C([O-])([O-])=O.[K+].[K+].C(O)(=O)CC(CC(O)=O)(C(O)=O)O, predict the reaction product.